From a dataset of Reaction yield outcomes from USPTO patents with 853,638 reactions. Predict the reaction yield, written as a fraction of the theoretical maximum amount of product (1.0 means a 100% yield; for example, 0.34 means a 34% yield). (1) No catalyst specified. The product is [CH2:15]([O:14][C:12](=[O:13])[C:11]([C:9]#[N:10])=[C:4]([CH2:5][CH2:6][CH3:7])[CH2:3][CH2:2][CH3:1])[C:16]1[CH:21]=[CH:20][CH:19]=[CH:18][CH:17]=1. The reactants are [CH3:1][CH2:2][CH2:3][C:4](=O)[CH2:5][CH2:6][CH3:7].[C:9]([CH2:11][C:12]([O:14][CH2:15][C:16]1[CH:21]=[CH:20][CH:19]=[CH:18][CH:17]=1)=[O:13])#[N:10].C(O)(=O)C.N1CCCCC1. The yield is 0.270. (2) The reactants are [NH2:1][C:2]1[CH:7]=[CH:6][C:5]([OH:8])=[CH:4][CH:3]=1.C(N(CC)CC)C.[C:16](Cl)(=[O:23])[C:17]1[CH:22]=[CH:21][CH:20]=[CH:19][CH:18]=1. The catalyst is CN(C=O)C. The product is [OH:8][C:5]1[CH:6]=[CH:7][C:2]([NH:1][C:16](=[O:23])[C:17]2[CH:22]=[CH:21][CH:20]=[CH:19][CH:18]=2)=[CH:3][CH:4]=1. The yield is 0.710. (3) The reactants are [CH:1]1[C:10]2[C:5](=[CH:6][CH:7]=[CH:8][CH:9]=2)[CH:4]=[CH:3][C:2]=1[CH:11]=O.C(C1C=CN=CC=1)(=O)C.[I-].BrC1N=C(C(=O)C[N+]2C=CC=CC=2)C=CC=1.Br[C:40]1[N:45]=[C:44]([C:46]2[CH:51]=C(C3C=CC4C(=CC=CC=4)C=3)[CH:49]=[C:48]([C:62]3[CH:67]=[CH:66][N:65]=[CH:64][CH:63]=3)[N:47]=2)[CH:43]=[CH:42][CH:41]=1.BrC1[N:74]=[C:73]([C:75]2[CH:80]=[C:79](C3C=CC4C(=CC=CC=4)C=3)[CH:78]=[C:77]([C:91]3[CH:92]=[N:93][CH:94]=[CH:95][CH:96]=3)N=2)C=CC=1.C1C2C3C=CC=CC=3NC=2C=CN=1.C(=O)([O-])[O-].[K+].[K+]. The catalyst is C(Cl)(Cl)Cl.[Cu].ClC1C=CC=CC=1Cl.CS(C)=O. The product is [CH:1]1[C:10]2[C:5](=[CH:6][CH:7]=[CH:8][CH:9]=2)[CH:4]=[CH:3][C:2]=1[C:11]1[CH:49]=[C:48]([C:62]2[CH:63]=[CH:64][N:65]=[CH:66][CH:67]=2)[N:47]=[C:46]([C:44]2[CH:43]=[CH:42][CH:41]=[C:40]([N:74]3[C:73]4[CH:75]=[CH:80][CH:79]=[CH:78][C:77]=4[C:91]4[CH:92]=[N:93][CH:94]=[CH:95][C:96]3=4)[N:45]=2)[CH:51]=1. The yield is 0.850. (4) The reactants are [C:1]([O:5][C:6](=[O:22])[NH:7][C:8]([CH3:21])([CH3:20])[CH2:9][C:10]1[C:18]2[C:13](=[C:14]([OH:19])[CH:15]=[CH:16][CH:17]=2)[NH:12][CH:11]=1)([CH3:4])([CH3:3])[CH3:2].[H-].[Na+].Cl[C:26]1[N:33]=[CH:32][CH:31]=[CH:30][C:27]=1[C:28]#[N:29].O. The catalyst is CN(C)C=O. The product is [C:1]([O:5][C:6](=[O:22])[NH:7][C:8]([CH3:21])([CH3:20])[CH2:9][C:10]1[C:18]2[C:13](=[C:14]([O:19][C:26]3[C:27]([C:28]#[N:29])=[CH:30][CH:31]=[CH:32][N:33]=3)[CH:15]=[CH:16][CH:17]=2)[NH:12][CH:11]=1)([CH3:4])([CH3:2])[CH3:3]. The yield is 0.960. (5) The reactants are [NH2:1][C:2]1[C:3]([OH:13])=[C:4]([S:9]([NH2:12])(=[O:11])=[O:10])[C:5]([Cl:8])=[CH:6][CH:7]=1.[CH:14]([N:18]=[C:19]=[O:20])([CH2:16][CH3:17])[CH3:15]. The catalyst is CN(C)C=O. The product is [NH2:12][S:9]([C:4]1[C:3]([OH:13])=[C:2]([NH:1][C:19]([NH:18][CH:14]([CH2:16][CH3:17])[CH3:15])=[O:20])[CH:7]=[CH:6][C:5]=1[Cl:8])(=[O:11])=[O:10]. The yield is 0.540.